Dataset: CYP3A4 inhibition data for predicting drug metabolism from PubChem BioAssay. Task: Regression/Classification. Given a drug SMILES string, predict its absorption, distribution, metabolism, or excretion properties. Task type varies by dataset: regression for continuous measurements (e.g., permeability, clearance, half-life) or binary classification for categorical outcomes (e.g., BBB penetration, CYP inhibition). Dataset: cyp3a4_veith. (1) The drug is COc1ccc(-n2c(C)n[nH]c2=O)cc1. The result is 0 (non-inhibitor). (2) The drug is Br.NCCC1([N+](=O)[O-])CCNCC1. The result is 0 (non-inhibitor).